The task is: Predict the reactants needed to synthesize the given product.. This data is from Full USPTO retrosynthesis dataset with 1.9M reactions from patents (1976-2016). (1) Given the product [CH2:13]([O:1][C:2]1[C:9]([O:10][CH2:4][C:3]2[CH:6]=[CH:7][CH:8]=[CH:9][CH:2]=2)=[CH:8][CH:7]=[CH:6][C:3]=1[CH:4]=[O:5])[C:14]1[CH:19]=[CH:18][CH:17]=[CH:16][CH:15]=1, predict the reactants needed to synthesize it. The reactants are: [OH:1][C:2]1[C:9]([OH:10])=[CH:8][CH:7]=[CH:6][C:3]=1[CH:4]=[O:5].[H-].[Na+].[CH2:13](Br)[C:14]1[CH:19]=[CH:18][CH:17]=[CH:16][CH:15]=1. (2) Given the product [NH2:29][CH2:28][CH2:27][CH2:26][N:22]1[CH2:23][CH2:24][CH2:25][C@@H:21]1[CH2:20][N:11]1[N:10]=[C:9]([CH2:8][C:5]2[CH:6]=[CH:7][C:2]([Cl:1])=[CH:3][CH:4]=2)[C:18]2[C:13](=[CH:14][CH:15]=[CH:16][CH:17]=2)[C:12]1=[O:19], predict the reactants needed to synthesize it. The reactants are: [Cl:1][C:2]1[CH:7]=[CH:6][C:5]([CH2:8][C:9]2[C:18]3[C:13](=[CH:14][CH:15]=[CH:16][CH:17]=3)[C:12](=[O:19])[N:11]([CH2:20][C@H:21]3[CH2:25][CH2:24][CH2:23][N:22]3[CH2:26][CH2:27][CH2:28][NH:29]C(=O)OC(C)(C)C)[N:10]=2)=[CH:4][CH:3]=1.Cl. (3) Given the product [Cl:1][C:2]1[N:10]=[CH:9][N:8]=[C:7]2[C:3]=1[N:4]=[CH:5][N:6]2[CH:23]1[CH2:24][CH2:25][CH2:26][CH2:27][O:22]1, predict the reactants needed to synthesize it. The reactants are: [Cl:1][C:2]1[N:10]=[CH:9][N:8]=[C:7]2[C:3]=1[N:4]=[CH:5][NH:6]2.CC1C=CC(S(O)(=O)=O)=CC=1.[O:22]1[CH:27]=[CH:26][CH2:25][CH2:24][CH2:23]1.C([O-])([O-])=O.[Na+].[Na+]. (4) Given the product [Br:1][C:2]1[C:11]2[C:10]([CH3:13])([CH3:12])[CH2:9][CH:8]=[C:7]([CH:14]([CH3:16])[CH3:15])[C:6]=2[CH:5]=[C:4](/[C:17](/[CH3:22])=[C:18](/[F:21])\[CH:19]=[O:20])[C:3]=1[O:23][CH3:24], predict the reactants needed to synthesize it. The reactants are: [Br:1][C:2]1[C:11]2[C:10]([CH3:13])([CH3:12])[CH2:9][CH:8]=[C:7]([CH:14]([CH3:16])[CH3:15])[C:6]=2[CH:5]=[C:4](/[C:17](/[CH3:22])=[C:18](/[F:21])\[CH2:19][OH:20])[C:3]=1[O:23][CH3:24].C[N+]1([O-])CCOCC1.ClCCl. (5) The reactants are: [OH:1][C@H:2]1[CH2:6][CH2:5][N:4]([C:7]([O:9][C:10]([CH3:13])([CH3:12])[CH3:11])=[O:8])[CH2:3]1.[H-].[Na+].Cl[C:17]1[C:26]2[C:21](=[CH:22][CH:23]=[CH:24][C:25]=2[Cl:27])[CH:20]=[C:19]([C:28]#[N:29])[N:18]=1. Given the product [Cl:27][C:25]1[CH:24]=[CH:23][CH:22]=[C:21]2[C:26]=1[C:17]([O:1][C@H:2]1[CH2:6][CH2:5][N:4]([C:7]([O:9][C:10]([CH3:13])([CH3:12])[CH3:11])=[O:8])[CH2:3]1)=[N:18][C:19]([C:28]#[N:29])=[CH:20]2, predict the reactants needed to synthesize it. (6) Given the product [F:22][C:19]1[CH:20]=[CH:21][C:16]([C:10]2[C:9]3[C:13](=[CH:14][CH:15]=[C:7]([C:5]4[NH:6][C:37]([CH2:36][C:30]5[CH:35]=[CH:34][CH:33]=[CH:32][CH:31]=5)=[N:39][N:40]=4)[CH:8]=3)[NH:12][N:11]=2)=[CH:17][CH:18]=1, predict the reactants needed to synthesize it. The reactants are: Cl.C(O[C:5]([C:7]1[CH:8]=[C:9]2[C:13](=[CH:14][CH:15]=1)[NH:12][N:11]=[C:10]2[C:16]1[CH:21]=[CH:20][C:19]([F:22])=[CH:18][CH:17]=1)=[NH:6])C.C(N(CC)CC)C.[C:30]1([CH2:36][C:37]([NH:39][NH2:40])=O)[CH:35]=[CH:34][CH:33]=[CH:32][CH:31]=1. (7) Given the product [CH2:1]([N:8]1[CH2:9][CH2:10][N:18]2[C:19](=[O:22])[CH2:20][CH2:21][C@H:17]2[CH2:16]1)[C:2]1[CH:7]=[CH:6][CH:5]=[CH:4][CH:3]=1, predict the reactants needed to synthesize it. The reactants are: [CH2:1]([N:8]([CH2:16][C@@H:17]1[CH2:21][CH2:20][C:19](=[O:22])[NH:18]1)[CH2:9][CH2:10]OS(C)(=O)=O)[C:2]1[CH:7]=[CH:6][CH:5]=[CH:4][CH:3]=1.[H-].[Na+]. (8) The reactants are: [CH2:1]([O:3][C:4]([C:6]1[CH:7]=[C:8]2[C:13](=[CH:14][CH:15]=1)[N:12]=[C:11]([CH3:16])[N:10]([C:17]1[CH:22]=[CH:21][C:20]([O:23][CH2:24][CH2:25][CH2:26][N:27]3[CH2:31][CH2:30][CH2:29][CH2:28]3)=[CH:19][C:18]=1[O:32][CH2:33][CH2:34][F:35])[C:9]2=[O:36])=[O:5])C.C[O-].[Na+]. Given the product [F:35][CH2:34][CH2:33][O:32][C:18]1[CH:19]=[C:20]([O:23][CH2:24][CH2:25][CH2:26][N:27]2[CH2:31][CH2:30][CH2:29][CH2:28]2)[CH:21]=[CH:22][C:17]=1[N:10]1[C:9](=[O:36])[C:8]2[C:13](=[CH:14][CH:15]=[C:6]([C:4]([O:3][CH3:1])=[O:5])[CH:7]=2)[N:12]=[C:11]1[CH3:16], predict the reactants needed to synthesize it. (9) Given the product [NH2:1][C:2]1[N:7]=[C:6]([Cl:8])[C:5]2[CH2:9][C:10](=[O:11])[N:15]([CH2:16][CH:17]3[CH2:22][CH2:21][O:20][CH2:19][CH2:18]3)[C:4]=2[N:3]=1, predict the reactants needed to synthesize it. The reactants are: [NH2:1][C:2]1[N:7]=[C:6]([Cl:8])[C:5]([CH2:9][C:10](OCC)=[O:11])=[C:4]([NH:15][CH2:16][CH:17]2[CH2:22][CH2:21][O:20][CH2:19][CH2:18]2)[N:3]=1.CC([O-])(C)C.[K+]. (10) The reactants are: C([N:3](CC)CC)C.[Al+3].[Cl-].[Cl-].[Cl-].[N+]([C:15]1[CH:24]=[C:23]2[C:18]([CH2:19][O:20][C:21]2=[O:22])=[CH:17][CH:16]=1)([O-])=O.CCOC(C)=O. Given the product [OH:20][CH2:19][C:18]1[CH:17]=[CH:16][CH:15]=[CH:24][C:23]=1[C:21]([NH2:3])=[O:22], predict the reactants needed to synthesize it.